Dataset: Catalyst prediction with 721,799 reactions and 888 catalyst types from USPTO. Task: Predict which catalyst facilitates the given reaction. (1) Reactant: [CH2:1]1[O:9][C:8]2[CH:7]=[CH:6][C:5]([CH:10]3[C:22]4[NH:21][C:20]5[C:15](=[CH:16][CH:17]=[CH:18][CH:19]=5)[C:14]=4[CH2:13][CH2:12][NH:11]3)=[CH:4][C:3]=2[O:2]1.Cl[C:24]1[N:29]=[CH:28][C:27]([C:30]2[CH:35]=[CH:34][C:33]([O:36][CH3:37])=[CH:32][CH:31]=2)=[CH:26][N:25]=1. Product: [CH2:1]1[O:9][C:8]2[CH:7]=[CH:6][C:5]([CH:10]3[C:22]4[NH:21][C:20]5[C:15](=[CH:16][CH:17]=[CH:18][CH:19]=5)[C:14]=4[CH2:13][CH2:12][N:11]3[C:24]3[N:25]=[CH:26][C:27]([C:30]4[CH:31]=[CH:32][C:33]([O:36][CH3:37])=[CH:34][CH:35]=4)=[CH:28][N:29]=3)=[CH:4][C:3]=2[O:2]1. The catalyst class is: 3. (2) Reactant: [CH2:1]1[NH:8][CH2:7][CH2:6][S:3](=[O:5])(=[O:4])[CH2:2]1.[N:9]1[C:17]2[C:12](=[N:13][CH:14]=[CH:15][CH:16]=2)[S:11][C:10]=1[C:18]1[CH:23]=[CH:22][CH:21]=[CH:20][C:19]=1[NH:24][C:25]([C:27]1[CH:32]=[C:31]([O:33][CH2:34][CH2:35]Br)[CH:30]=[C:29]([C:37]2[CH:42]=[CH:41][CH:40]=[CH:39][CH:38]=2)[N:28]=1)=[O:26].[ClH:43]. Product: [ClH:43].[N:9]1[C:17]2[C:12](=[N:13][CH:14]=[CH:15][CH:16]=2)[S:11][C:10]=1[C:18]1[CH:23]=[CH:22][CH:21]=[CH:20][C:19]=1[NH:24][C:25]([C:27]1[CH:32]=[C:31]([O:33][CH2:34][CH2:35][N:8]2[CH2:7][CH2:6][S:3](=[O:5])(=[O:4])[CH2:2][CH2:1]2)[CH:30]=[C:29]([C:37]2[CH:42]=[CH:41][CH:40]=[CH:39][CH:38]=2)[N:28]=1)=[O:26]. The catalyst class is: 47.